Binary Classification. Given a miRNA mature sequence and a target amino acid sequence, predict their likelihood of interaction. From a dataset of Experimentally validated miRNA-target interactions with 360,000+ pairs, plus equal number of negative samples. (1) The miRNA is mmu-let-7c-5p with sequence UGAGGUAGUAGGUUGUAUGGUU. The protein sequence of the target gene is MAELTVEVRGSNGAFYKGFIKDVHEDSLTVVFENNWQPERQVPFNEVRLPPPPDIKKEISEGDEVEVYSRANDQEPCGWWLAKVRMMKGEFYVIEYAACDATYNEIVTFERLRPVNQNKTVKKNTFFKCTVDVPEDLREACANENAHKDFKKAVGACRIFYHPETTQLMILSASEATVKRVNILSDMHLRSIRTKLMLMSRNEEATKHLECTKQLAAAFHEEFVVREDLMGLAIGTHGSNIQQARKVPGVTAIELDEDTGTFRIYGESAEAVKKARGFLEFVEDFIQVPRNLVGKVIGKN.... Result: 0 (no interaction). (2) The miRNA is mmu-miR-679-5p with sequence GGACUGUGAGGUGACUCUUGGU. The protein sequence of the target gene is MADDEAEQERLSGGGCAAELRRLGERLQELERRLCESREPAVEAAAAYCRQLCQTLLEYAEKWKTSEDPLPLLEVYTVAIQSYVKARPYLTSECESVALVLERLALSCVELLLCLPVELSDKQWEQFQTLVQVAHETLMESGSCELQFLATLAQETGVWKNAVLSTILSQEPLDKEKVNEFLAFEGPILLDMRIKHLIKTNQLSQATALAKLCSDHPEIGTKGSFKQTYLVCLCTSSPSEKLIEEISEVDCKDALEMICNLESEGDEKSALVLCTAFLSRQLQQGDMYCAWELTLFWSKL.... Result: 0 (no interaction). (3) The miRNA is hsa-miR-1231 with sequence GUGUCUGGGCGGACAGCUGC. The protein sequence of the target gene is MHQLFRLVLGQKDLSKAGDLFSLDDAEIEDSLTEALEQIKVISSSLDYQTNNNDQAVVEICITRITTAIRETESIEKHARALVGLWDSCLEHNLRPAGKDEDTPHAKIASDIMSCILQNYNRTPVMVLAVPIAVKFLHRGSKELCRNMSNYLSLAAITKADLLADHTEGIIKSILQGNAMLLRVLPAVYEKQPQPINRHLAELLALMSQLEQTEQYHLLRLLHVAAKRKDVEVVQKCVPFLIRNLKDSTYNDIILNILIEIAGHEPLALNSFLPMLKEIAEQFPYLTGQMARIFGAVGHV.... Result: 0 (no interaction).